From a dataset of Full USPTO retrosynthesis dataset with 1.9M reactions from patents (1976-2016). Predict the reactants needed to synthesize the given product. (1) Given the product [CH3:34][N:2]([CH3:1])[C:3]([C:5]1[CH:6]=[C:7]([CH2:30][C:31]([O:33][CH2:36][C@@:37]2([C:48]([O:50][CH2:51][CH3:52])=[O:49])[C:45]3[C:40](=[CH:41][CH:42]=[CH:43][CH:44]=3)[C:39](=[O:46])[N:38]2[CH3:47])=[O:32])[CH:8]=[CH:9][C:10]=1[NH:11][C:12]([C:14]1[CH:19]=[CH:18][CH:17]=[CH:16][C:15]=1[C:20]1[CH:21]=[CH:22][C:23]([O:26][CH:27]([CH3:28])[CH3:29])=[CH:24][CH:25]=1)=[O:13])=[O:4], predict the reactants needed to synthesize it. The reactants are: [CH3:1][N:2]([CH3:34])[C:3]([C:5]1[CH:6]=[C:7]([CH2:30][C:31]([OH:33])=[O:32])[CH:8]=[CH:9][C:10]=1[NH:11][C:12]([C:14]1[CH:19]=[CH:18][CH:17]=[CH:16][C:15]=1[C:20]1[CH:25]=[CH:24][C:23]([O:26][CH:27]([CH3:29])[CH3:28])=[CH:22][CH:21]=1)=[O:13])=[O:4].O[CH2:36][C@@:37]1([C:48]([O:50][CH2:51][CH3:52])=[O:49])[C:45]2[C:40](=[CH:41][CH:42]=[CH:43][CH:44]=2)[C:39](=[O:46])[N:38]1[CH3:47].C(N=C=NCCCN(C)C)C.Cl. (2) Given the product [CH3:56][C:54]1[CH:53]=[CH:52][C:51]([N:57]2[N:58]=[CH:59][CH:60]=[N:61]2)=[C:50]([CH:55]=1)[C:49]([NH:48][C@H:44]1[CH2:45][CH2:46][CH2:47][C@@H:43]1[NH:42][C:31]1[CH:40]=[CH:39][C:38]2[C:33](=[CH:34][CH:35]=[CH:36][CH:37]=2)[N:32]=1)=[O:62], predict the reactants needed to synthesize it. The reactants are: COC1C=CC=C(OC)C=1C(N[C@H]1CCC[C@H]1NC1C=NC2C(=CC=CC=2)N=1)=O.Cl[C:31]1[CH:40]=[CH:39][C:38]2[C:33](=[CH:34][CH:35]=[CH:36][CH:37]=2)[N:32]=1.Cl.[NH2:42][C@H:43]1[CH2:47][CH2:46][CH2:45][C@@H:44]1[NH:48][C:49](=[O:62])[C:50]1[CH:55]=[C:54]([CH3:56])[CH:53]=[CH:52][C:51]=1[N:57]1[N:61]=[CH:60][CH:59]=[N:58]1.